From a dataset of Full USPTO retrosynthesis dataset with 1.9M reactions from patents (1976-2016). Predict the reactants needed to synthesize the given product. (1) The reactants are: Br[C:2]1[CH:7]=[CH:6][C:5]([O:8][CH3:9])=[CH:4][C:3]=1[Cl:10].[Li]C(C)(C)C.[CH3:16][CH:17]1[CH2:22][CH2:21][O:20][C:18]1=[O:19]. Given the product [OH:20][CH2:21][CH2:22][CH:17]([CH3:16])[C:18]([C:2]1[CH:7]=[CH:6][C:5]([O:8][CH3:9])=[CH:4][C:3]=1[Cl:10])=[O:19], predict the reactants needed to synthesize it. (2) Given the product [N:1]1[N:2]([C:10]2[CH:15]=[C:14]([C:16]([CH3:23])([CH3:22])[CH2:17][C:18]([CH3:21])([CH3:20])[CH3:19])[CH:13]=[C:12]([CH2:24][O:32][CH2:27][CH2:28][CH:29]([CH3:31])[CH3:30])[C:11]=2[OH:26])[N:3]=[C:4]2[CH:9]=[CH:8][CH:7]=[CH:6][C:5]=12, predict the reactants needed to synthesize it. The reactants are: [N:1]1[N:2]([C:10]2[CH:15]=[C:14]([C:16]([CH3:23])([CH3:22])[CH2:17][C:18]([CH3:21])([CH3:20])[CH3:19])[CH:13]=[C:12]([CH2:24]Cl)[C:11]=2[OH:26])[N:3]=[C:4]2[CH:9]=[CH:8][CH:7]=[CH:6][C:5]=12.[CH2:27]([OH:32])[CH2:28][CH:29]([CH3:31])[CH3:30].[H-].[Na+].